From a dataset of Full USPTO retrosynthesis dataset with 1.9M reactions from patents (1976-2016). Predict the reactants needed to synthesize the given product. (1) Given the product [S:26]1[C:2]2([CH2:3][CH2:4][N:5]([C:8]3[CH:13]=[CH:12][C:11]([N:14]4[CH2:18][C@H:17]([CH2:19][NH:20][C:21](=[O:23])[CH3:22])[O:16][C:15]4=[O:24])=[CH:10][C:9]=3[F:25])[CH2:6][CH2:7]2)[O:1][CH2:28][CH2:27]1, predict the reactants needed to synthesize it. The reactants are: [O:1]=[C:2]1[CH2:7][CH2:6][N:5]([C:8]2[CH:13]=[CH:12][C:11]([N:14]3[CH2:18][C@H:17]([CH2:19][NH:20][C:21](=[O:23])[CH3:22])[O:16][C:15]3=[O:24])=[CH:10][C:9]=2[F:25])[CH2:4][CH2:3]1.[SH:26][CH:27](O)[CH3:28].B(F)(F)F. (2) The reactants are: C([Li])CCC.Br[C:7]1[C:16]2[C:11](=[CH:12][CH:13]=[CH:14][CH:15]=2)[CH:10]=[N:9][CH:8]=1.CN(C)[CH:19]=[O:20]. Given the product [CH:10]1[C:11]2[C:16](=[CH:15][CH:14]=[CH:13][CH:12]=2)[C:7]([CH:19]=[O:20])=[CH:8][N:9]=1, predict the reactants needed to synthesize it. (3) The reactants are: [CH3:1][N:2]([CH3:47])[CH2:3][C:4]([N:6]1[C:14]2[C:9](=[CH:10][C:11]([O:45][CH3:46])=[C:12]([NH:15][C:16]3[N:29]4[C:20](=[N:21][C:22]5[C:27]([C:28]4=[O:30])=[C:26]([F:31])[CH:25]=[CH:24][CH:23]=5)[C:19]4[CH:32]=[CH:33][N:34]([S:35]([C:38]5[CH:43]=[CH:42][C:41]([CH3:44])=[CH:40][CH:39]=5)(=[O:37])=[O:36])[C:18]=4[N:17]=3)[CH:13]=2)[CH2:8][CH2:7]1)=[O:5].[CH3:48][CH:49]([NH2:51])[CH3:50]. Given the product [CH3:47][N:2]([CH3:1])[CH2:3][C:4]([N:6]1[C:14]2[C:9](=[CH:10][C:11]([O:45][CH3:46])=[C:12]([NH:15][C:16]3[N:29]=[C:20]([NH:21][C:22]4[CH:23]=[CH:24][CH:25]=[C:26]([F:31])[C:27]=4[C:28]([NH:51][CH:49]([CH3:50])[CH3:48])=[O:30])[C:19]4[CH:32]=[CH:33][N:34]([S:35]([C:38]5[CH:39]=[CH:40][C:41]([CH3:44])=[CH:42][CH:43]=5)(=[O:37])=[O:36])[C:18]=4[N:17]=3)[CH:13]=2)[CH2:8][CH2:7]1)=[O:5], predict the reactants needed to synthesize it. (4) Given the product [F:38][C:39]1[CH:40]=[CH:41][C:42]([C:62]2[CH:63]=[C:64]3[C:69](=[CH:70][CH:71]=2)[CH:68]=[C:67]([OH:72])[CH:66]=[CH:65]3)=[C:43]([NH:45][C:46]2[CH:51]=[CH:50][C:49]([O:52][CH2:53][CH2:54][N:55]3[CH2:56][CH2:57][CH2:58][CH2:59][CH2:60]3)=[C:48]([F:61])[CH:47]=2)[CH:44]=1, predict the reactants needed to synthesize it. The reactants are: FC1C=CC(C2C=CC3C(=CC=C(OC)C=3)C=2)=C(N)C=1.BrC1C=CC(OCCN2CCCCC2)=C(F)C=1.[F:38][C:39]1[CH:40]=[CH:41][C:42]([C:62]2[CH:71]=[CH:70][C:69]3[C:64](=[CH:65][CH:66]=[C:67]([O:72]C)[CH:68]=3)[CH:63]=2)=[C:43]([NH:45][C:46]2[CH:51]=[CH:50][C:49]([O:52][CH2:53][CH2:54][N:55]3[CH2:60][CH2:59][CH2:58][CH2:57][CH2:56]3)=[C:48]([F:61])[CH:47]=2)[CH:44]=1.